From a dataset of Catalyst prediction with 721,799 reactions and 888 catalyst types from USPTO. Predict which catalyst facilitates the given reaction. (1) Reactant: FC(F)(F)C(O)=O.[CH2:8]([O:12][C:13]1[N:21]=[C:20]2[C:16]([N:17]=[C:18]([O:22][CH3:23])[NH:19]2)=[C:15]([NH2:24])[N:14]=1)[CH2:9][CH2:10][CH3:11]. Product: [CH2:8]([O:12][C:13]1[N:21]=[C:20]2[C:16]([N:17]=[C:18]([O:22][CH3:23])[NH:19]2)=[C:15]([NH2:24])[N:14]=1)[CH2:9][CH2:10][CH3:11]. The catalyst class is: 138. (2) Reactant: [OH-].[Na+].[OH:3][C:4]1[CH:9]=[CH:8][C:7]([C:10](=[O:13])[CH2:11][CH3:12])=[CH:6][CH:5]=1.Cl[CH2:15][C:16]1[C:17]([CH3:25])=[C:18]([CH3:24])[CH:19]=[C:20]([CH3:23])[C:21]=1[CH3:22]. Product: [CH3:22][C:21]1[C:20]([CH3:23])=[CH:19][C:18]([CH3:24])=[C:17]([CH3:25])[C:16]=1[CH2:15][O:3][C:4]1[CH:5]=[CH:6][C:7]([C:10](=[O:13])[CH2:11][CH3:12])=[CH:8][CH:9]=1. The catalyst class is: 88. (3) Reactant: C([Li])CCC.Br[C:7]1[CH:12]=[CH:11][CH:10]=[C:9]([Br:13])[CH:8]=1.[CH3:14][S:15][C:16]1[CH:21]=[CH:20][C:19]([C:22](=O)[CH3:23])=[CH:18][CH:17]=1. Product: [Br:13][C:9]1[CH:10]=[CH:11][CH:12]=[C:7]([C:22]([C:19]2[CH:20]=[CH:21][C:16]([S:15][CH3:14])=[CH:17][CH:18]=2)=[CH2:23])[CH:8]=1. The catalyst class is: 7. (4) Product: [Br:7][C:8]1[CH:9]=[C:10]2[C:15]([NH:6][CH:4]([CH:1]3[CH2:3][CH2:2]3)[CH3:5])=[C:14]([C:17]([NH2:19])=[O:18])[CH:13]=[N:12][N:11]2[CH:20]=1. The catalyst class is: 37. Reactant: [CH:1]1([CH:4]([NH2:6])[CH3:5])[CH2:3][CH2:2]1.[Br:7][C:8]1[CH:9]=[C:10]2[C:15](Cl)=[C:14]([C:17]([NH2:19])=[O:18])[CH:13]=[N:12][N:11]2[CH:20]=1.CO. (5) Reactant: [C:1]1([Mg]Br)[CH:6]=[CH:5][CH:4]=[CH:3][CH:2]=1.[NH:9]1[C:19]2[C:14](=[CH:15][CH:16]=[CH:17][CH:18]=2)[C:12](=[O:13])[C:10]1=[O:11]. Product: [OH:13][C:12]1([C:14]2[CH:19]=[CH:18][CH:17]=[CH:16][CH:15]=2)[C:6]2[C:1](=[CH:2][CH:3]=[CH:4][CH:5]=2)[NH:9][C:10]1=[O:11]. The catalyst class is: 1. (6) Reactant: [Br:1][C:2]1[CH:3]=[CH:4][C:5]([Cl:23])=[C:6]([CH:22]=1)[O:7][C:8]1[CH:13]=[CH:12][C:11]([C:14]2[N:18]=[C:17]([C:19]([NH2:21])=O)[O:16][N:15]=2)=[CH:10][CH:9]=1.C(N(CC)CC)C.C(OC(C(F)(F)F)=O)(C(F)(F)F)=O. Product: [Br:1][C:2]1[CH:3]=[CH:4][C:5]([Cl:23])=[C:6]([CH:22]=1)[O:7][C:8]1[CH:9]=[CH:10][C:11]([C:14]2[N:18]=[C:17]([C:19]#[N:21])[O:16][N:15]=2)=[CH:12][CH:13]=1. The catalyst class is: 1. (7) Reactant: Br[C:2]1[C:12]2[O:11][CH2:10][CH2:9][N:8]([C:13]([O:15][C:16]([CH3:19])([CH3:18])[CH3:17])=[O:14])[CH2:7][C:6]=2[CH:5]=[CH:4][CH:3]=1.[CH3:20][C:21]([CH3:26])=[CH:22]B(O)O.C(=O)([O-])[O-].[Na+].[Na+].O. Product: [CH3:22][C:21]([CH3:26])=[CH:20][C:2]1[C:12]2[O:11][CH2:10][CH2:9][N:8]([C:13]([O:15][C:16]([CH3:19])([CH3:18])[CH3:17])=[O:14])[CH2:7][C:6]=2[CH:5]=[CH:4][CH:3]=1. The catalyst class is: 564. (8) Reactant: [CH:1]1([N:7]2[CH2:11][CH2:10][CH:9]([CH2:12][C:13]3[C:18]([Cl:19])=[CH:17][C:16]([C:20]4[CH:25]=[CH:24][C:23]([OH:26])=[CH:22][CH:21]=4)=[CH:15][C:14]=3[Cl:27])[C:8]2=[O:28])[CH2:6][CH2:5][CH2:4][CH2:3][CH2:2]1.CC(C)([O-])C.[K+].[C:35]1(=[O:39])[O:38][CH2:37][CH2:36]1. Product: [Cl:19][C:18]1[CH:17]=[C:16]([C:20]2[CH:25]=[CH:24][C:23]([O:26][CH2:37][CH2:36][C:35]([OH:39])=[O:38])=[CH:22][CH:21]=2)[CH:15]=[C:14]([Cl:27])[C:13]=1[CH2:12][CH:9]1[CH2:10][CH2:11][N:7]([CH:1]2[CH2:6][CH2:5][CH2:4][CH2:3][CH2:2]2)[C:8]1=[O:28]. The catalyst class is: 1. (9) Reactant: F[C:2]1[C:7]([C:8]2([F:14])[CH2:13][CH2:12][O:11][CH2:10][CH2:9]2)=[N:6][CH:5]=[CH:4][N:3]=1.[S:15]1[C:19]2[CH:20]=[CH:21][CH:22]=[CH:23][C:18]=2[N:17]=[C:16]1[NH:24][C:25]1[CH:30]=[CH:29][C:28]([OH:31])=[CH:27][CH:26]=1.C(=O)([O-])[O-].[Cs+].[Cs+]. Product: [F:14][C:8]1([C:7]2[C:2]([O:31][C:28]3[CH:27]=[CH:26][C:25]([NH:24][C:16]4[S:15][C:19]5[CH:20]=[CH:21][CH:22]=[CH:23][C:18]=5[N:17]=4)=[CH:30][CH:29]=3)=[N:3][CH:4]=[CH:5][N:6]=2)[CH2:13][CH2:12][O:11][CH2:10][CH2:9]1. The catalyst class is: 16.